From a dataset of Forward reaction prediction with 1.9M reactions from USPTO patents (1976-2016). Predict the product of the given reaction. (1) Given the reactants [N:1]([C:4]1[C:9](/[CH:10]=[CH:11]\[CH3:12])=[C:8]([C:13]([O:15][CH3:16])=[O:14])[N:7]=[C:6]([C:17]2[CH:22]=[CH:21][C:20]([Cl:23])=[C:19]([O:24][CH3:25])[C:18]=2[F:26])[N:5]=1)=[N+]=[N-], predict the reaction product. The product is: [Cl:23][C:20]1[CH:21]=[CH:22][C:17]([C:6]2[N:7]=[C:8]([C:13]([O:15][CH3:16])=[O:14])[C:9]3[CH:10]=[C:11]([CH3:12])[NH:1][C:4]=3[N:5]=2)=[C:18]([F:26])[C:19]=1[O:24][CH3:25]. (2) Given the reactants [C:1]([O:5][C:6]([N:8]1[C@H:12]([CH2:13][OH:14])[CH2:11][S:10][CH2:9]1)=[O:7])([CH3:4])([CH3:3])[CH3:2].C(OC(N1CCC[C@H]1CO)=O)(C)(C)C, predict the reaction product. The product is: [CH:13]([C@H:12]1[CH2:11][S:10][CH2:9][N:8]1[C:6]([O:5][C:1]([CH3:4])([CH3:3])[CH3:2])=[O:7])=[O:14]. (3) Given the reactants [CH3:1][C:2]1[CH:7]=[C:6]([N:8]2[CH2:12][CH2:11][CH:10]([CH2:13][N:14]3[CH2:18][CH2:17][CH2:16][CH:15]3[CH3:19])[CH2:9]2)[CH:5]=[CH:4][C:3]=1[NH2:20].[OH:21][CH:22]1[CH:31]([OH:32])[C:30]2[C:25](=[CH:26][CH:27]=[C:28]([C:33](O)=[O:34])[CH:29]=2)[O:24][C:23]1([CH3:37])[CH3:36], predict the reaction product. The product is: [CH3:1][C:2]1[CH:7]=[C:6]([N:8]2[CH2:12][CH2:11][CH:10]([CH2:13][N:14]3[CH2:18][CH2:17][CH2:16][CH:15]3[CH3:19])[CH2:9]2)[CH:5]=[CH:4][C:3]=1[NH:20][C:33]([C:28]1[CH:29]=[C:30]2[C:25](=[CH:26][CH:27]=1)[O:24][C:23]([CH3:37])([CH3:36])[CH:22]([OH:21])[CH:31]2[OH:32])=[O:34].